This data is from Full USPTO retrosynthesis dataset with 1.9M reactions from patents (1976-2016). The task is: Predict the reactants needed to synthesize the given product. Given the product [Br:1][C:2]1[CH:10]=[C:9]2[NH:8][C:7](=[O:11])[C:6]3([CH:12]([C:13]4[CH:18]=[CH:17][CH:16]=[C:15]([Cl:19])[CH:14]=4)[CH2:31][C:29](=[O:30])[NH:28][CH:27]3[C:25]3[CH:26]=[C:21]([Cl:20])[CH:22]=[CH:23][C:24]=3[CH3:36])[C:5]2=[CH:4][CH:3]=1, predict the reactants needed to synthesize it. The reactants are: [Br:1][C:2]1[CH:10]=[C:9]2[C:5](/[C:6](=[CH:12]/[C:13]3[CH:18]=[CH:17][CH:16]=[C:15]([Cl:19])[CH:14]=3)/[C:7](=[O:11])[NH:8]2)=[CH:4][CH:3]=1.[Cl:20][C:21]1[CH:22]=[CH:23][C:24]([CH3:36])=[C:25]([CH:27]=[N:28][C:29]([O:31][Si](C)(C)C)=[CH2:30])[CH:26]=1.